Dataset: Forward reaction prediction with 1.9M reactions from USPTO patents (1976-2016). Task: Predict the product of the given reaction. (1) The product is: [F:18][C:14]1[CH:13]=[C:12]([C:10]2[O:9][C:7]3[N:8]=[C:3]([CH2:2][C:28]4[CH:29]=[CH:30][C:25]([C:24]([F:35])([F:34])[F:23])=[CH:26][CH:27]=4)[N:4]=[C:5]([O:19][CH2:20][CH2:21][CH3:22])[C:6]=3[N:11]=2)[CH:17]=[CH:16][CH:15]=1. Given the reactants Br[CH2:2][C:3]1[N:4]=[C:5]([O:19][CH2:20][CH2:21][CH3:22])[C:6]2[N:11]=[C:10]([C:12]3[CH:17]=[CH:16][CH:15]=[C:14]([F:18])[CH:13]=3)[O:9][C:7]=2[N:8]=1.[F:23][C:24]([F:35])([F:34])[C:25]1[CH:30]=[CH:29][C:28](B(O)O)=[CH:27][CH:26]=1.P([O-])([O-])([O-])=O.[K+].[K+].[K+].C1(P(C2CCCCC2)C2CCCCC2)CCCCC1, predict the reaction product. (2) Given the reactants [NH2:1][CH2:2][C:3]1[N:8]=[C:7]([N+:9]([O-:11])=[O:10])[C:6]([O:12][CH2:13][CH2:14][O:15]C(=O)C)=[CH:5][CH:4]=1.[Cl:19][C:20]1[CH:25]=[CH:24][CH:23]=[CH:22][C:21]=1[C:26](=O)[CH2:27][CH2:28][C:29]([C:31]1[CH:36]=[CH:35][C:34]([O:37][CH2:38][CH2:39][CH3:40])=[CH:33][CH:32]=1)=O.CC1C=CC(S(O)(=O)=O)=CC=1.C(Cl)(Cl)Cl, predict the reaction product. The product is: [Cl:19][C:20]1[CH:25]=[CH:24][CH:23]=[CH:22][C:21]=1[C:26]1[N:1]([CH2:2][C:3]2[N:8]=[C:7]([N+:9]([O-:11])=[O:10])[C:6]([O:12][CH2:13][CH2:14][OH:15])=[CH:5][CH:4]=2)[C:29]([C:31]2[CH:36]=[CH:35][C:34]([O:37][CH2:38][CH2:39][CH3:40])=[CH:33][CH:32]=2)=[CH:28][CH:27]=1. (3) Given the reactants [CH3:1][C:2]1[CH:7]=[CH:6][CH:5]=[CH:4][C:3]=1[C:8]1[C:21](=[O:22])[N:20]([C@H:23]2[CH2:27][CH2:26][N:25]([S:28]([CH3:31])(=[O:30])=[O:29])[CH2:24]2)[C:11]2[N:12]=[C:13](S(C)(=O)=O)[N:14]=[CH:15][C:10]=2[CH:9]=1.[NH2:32][CH:33]1[CH2:38][CH2:37][N:36]([C:39]([O:41][C:42]([CH3:45])([CH3:44])[CH3:43])=[O:40])[CH2:35][CH2:34]1.O, predict the reaction product. The product is: [CH3:1][C:2]1[CH:7]=[CH:6][CH:5]=[CH:4][C:3]=1[C:8]1[C:21](=[O:22])[N:20]([C@H:23]2[CH2:27][CH2:26][N:25]([S:28]([CH3:31])(=[O:30])=[O:29])[CH2:24]2)[C:11]2[N:12]=[C:13]([NH:32][CH:33]3[CH2:34][CH2:35][N:36]([C:39]([O:41][C:42]([CH3:45])([CH3:44])[CH3:43])=[O:40])[CH2:37][CH2:38]3)[N:14]=[CH:15][C:10]=2[CH:9]=1.